Dataset: Catalyst prediction with 721,799 reactions and 888 catalyst types from USPTO. Task: Predict which catalyst facilitates the given reaction. Product: [C:14]1([NH:13][S:12]([C:8]2[CH:7]=[C:6]([CH:5]=[CH:4][C:3]([OH:22])=[O:2])[CH:11]=[CH:10][CH:9]=2)(=[O:21])=[O:20])[CH:15]=[CH:16][CH:17]=[CH:18][CH:19]=1. The catalyst class is: 5. Reactant: C[O:2][C:3](=[O:22])[CH:4]=[CH:5][C:6]1[CH:11]=[CH:10][CH:9]=[C:8]([S:12](=[O:21])(=[O:20])[NH:13][C:14]2[CH:19]=[CH:18][CH:17]=[CH:16][CH:15]=2)[CH:7]=1.[OH-].[Na+].